The task is: Predict the reactants needed to synthesize the given product.. This data is from Full USPTO retrosynthesis dataset with 1.9M reactions from patents (1976-2016). (1) Given the product [N+:1]([C:4]1[CH:5]=[C:6]2[C:10](=[CH:11][CH:12]=1)[N:9]([CH:14]1[CH2:15][CH2:16][CH2:17][CH2:18][O:13]1)[N:8]=[CH:7]2)([O-:3])=[O:2], predict the reactants needed to synthesize it. The reactants are: [N+:1]([C:4]1[CH:5]=[C:6]2[C:10](=[CH:11][CH:12]=1)[NH:9][N:8]=[CH:7]2)([O-:3])=[O:2].[O:13]1[CH:18]=[CH:17][CH2:16][CH2:15][CH2:14]1.C1(C)C=CC(S(O)(=O)=O)=CC=1. (2) Given the product [NH2:61][C:14]([C:15]1[CH:16]=[CH:17][CH:18]=[CH:19][CH:20]=1)=[C:13]([NH2:12])[C:24]1[CH:29]=[CH:28][CH:27]=[CH:26][CH:25]=1, predict the reactants needed to synthesize it. The reactants are: C1C=CC(CNC(C[N:12]2[C:20]3[C:15](=[CH:16][CH:17]=[CH:18][CH:19]=3)[C:14](C=O)=[CH:13]2)=O)=CC=1.N[C:24]1[CH:29]=[CH:28][C:27](C=C[C:24]2[CH:29]=[CH:28][C:27](N)=[CH:26][CH:25]=2)=[CH:26][CH:25]=1.C(O[BH-](OC(=O)C)OC(=O)C)(=O)C.[Na+].COC(OC)OC.C[N:61](C=O)C. (3) Given the product [F:1][C:2]1[C:11]2[C:6](=[CH:7][CH:8]=[CH:9][CH:10]=2)[C:5]([O:12][CH2:22][O:23][CH3:24])=[CH:4][CH:3]=1, predict the reactants needed to synthesize it. The reactants are: [F:1][C:2]1[C:11]2[C:6](=[CH:7][CH:8]=[CH:9][CH:10]=2)[C:5]([OH:12])=[CH:4][CH:3]=1.C(N(C(C)C)CC)(C)C.[CH3:22][O:23][CH2:24]Cl.C(=O)(O)[O-].[Na+]. (4) Given the product [CH3:1][O:2][C:3]1[CH:25]=[CH:24][C:6]([CH2:7][N:8]2[C:12]3=[N:13][CH:14]=[N:15][C:16]([C:17]4[C:18]([NH:26][C:27]5[C:28]([CH3:46])=[CH:29][CH:30]=[C:31]6[C:36]=5[N:35]=[CH:34][N:33]=[C:32]6[NH:37][C:38]5[CH:45]=[CH:44][C:41]([C:42]#[N:43])=[CH:40][CH:39]=5)=[N:19][CH:20]=[CH:21][CH:22]=4)=[C:11]3[CH:10]=[N:9]2)=[CH:5][CH:4]=1, predict the reactants needed to synthesize it. The reactants are: [CH3:1][O:2][C:3]1[CH:25]=[CH:24][C:6]([CH2:7][N:8]2[C:12]3=[N:13][CH:14]=[N:15][C:16]([C:17]4[C:18](F)=[N:19][CH:20]=[CH:21][CH:22]=4)=[C:11]3[CH:10]=[N:9]2)=[CH:5][CH:4]=1.[NH2:26][C:27]1[C:28]([CH3:46])=[CH:29][CH:30]=[C:31]2[C:36]=1[N:35]=[CH:34][N:33]=[C:32]2[NH:37][C:38]1[CH:45]=[CH:44][C:41]([C:42]#[N:43])=[CH:40][CH:39]=1.C[Si]([N-][Si](C)(C)C)(C)C.[Li+].N.CO. (5) Given the product [P:6]([O:13][CH2:20][Cl:19])([O:5][C:1]([CH3:4])([CH3:3])[CH3:2])([O:8][C:9]([CH3:12])([CH3:11])[CH3:10])=[O:7], predict the reactants needed to synthesize it. The reactants are: [C:1]([O:5][P:6]([O-:13])([O:8][C:9]([CH3:12])([CH3:11])[CH3:10])=[O:7])([CH3:4])([CH3:3])[CH3:2].C[N+](C)(C)C.[Cl:19][CH2:20]I. (6) Given the product [Br:1][C:2]1[CH:25]=[CH:24][C:5]([CH2:6][N:7]2[C:15]3[C:10](=[CH:11][C:12]([O:16][CH3:17])=[CH:13][CH:14]=3)[C:9]([C@H:18]([CH3:22])[CH2:19][C:20]([OH:26])=[O:21])=[C:8]2[CH3:23])=[CH:4][CH:3]=1, predict the reactants needed to synthesize it. The reactants are: [Br:1][C:2]1[CH:25]=[CH:24][C:5]([CH2:6][N:7]2[C:15]3[C:10](=[CH:11][C:12]([O:16][CH3:17])=[CH:13][CH:14]=3)[C:9]([C@H:18]([CH3:22])[CH2:19][CH:20]=[O:21])=[C:8]2[CH3:23])=[CH:4][CH:3]=1.[OH-:26].[Na+].O.